From a dataset of NCI-60 drug combinations with 297,098 pairs across 59 cell lines. Regression. Given two drug SMILES strings and cell line genomic features, predict the synergy score measuring deviation from expected non-interaction effect. (1) Synergy scores: CSS=3.90, Synergy_ZIP=3.40, Synergy_Bliss=1.25, Synergy_Loewe=-0.0917, Synergy_HSA=0.472. Cell line: OVCAR3. Drug 2: CC1CCC2CC(C(=CC=CC=CC(CC(C(=O)C(C(C(=CC(C(=O)CC(OC(=O)C3CCCCN3C(=O)C(=O)C1(O2)O)C(C)CC4CCC(C(C4)OC)O)C)C)O)OC)C)C)C)OC. Drug 1: C(=O)(N)NO. (2) Drug 1: CN1C2=C(C=C(C=C2)N(CCCl)CCCl)N=C1CCCC(=O)O.Cl. Drug 2: CCC1(C2=C(COC1=O)C(=O)N3CC4=CC5=C(C=CC(=C5CN(C)C)O)N=C4C3=C2)O.Cl. Cell line: KM12. Synergy scores: CSS=37.8, Synergy_ZIP=1.80, Synergy_Bliss=3.75, Synergy_Loewe=-36.2, Synergy_HSA=6.29. (3) Drug 1: C1CC(C1)(C(=O)O)C(=O)O.[NH2-].[NH2-].[Pt+2]. Drug 2: C1CCC(C(C1)N)N.C(=O)(C(=O)[O-])[O-].[Pt+4]. Cell line: MDA-MB-435. Synergy scores: CSS=26.5, Synergy_ZIP=-5.54, Synergy_Bliss=1.13, Synergy_Loewe=-35.9, Synergy_HSA=0.709. (4) Drug 1: C1CCC(CC1)NC(=O)N(CCCl)N=O. Drug 2: CN(C)C1=NC(=NC(=N1)N(C)C)N(C)C. Cell line: K-562. Synergy scores: CSS=21.2, Synergy_ZIP=2.68, Synergy_Bliss=2.54, Synergy_Loewe=-19.5, Synergy_HSA=-0.897. (5) Drug 1: CCCS(=O)(=O)NC1=C(C(=C(C=C1)F)C(=O)C2=CNC3=C2C=C(C=N3)C4=CC=C(C=C4)Cl)F. Drug 2: C1CC(=O)NC(=O)C1N2C(=O)C3=CC=CC=C3C2=O. Cell line: DU-145. Synergy scores: CSS=6.48, Synergy_ZIP=1.91, Synergy_Bliss=9.47, Synergy_Loewe=6.38, Synergy_HSA=6.18.